Dataset: NCI-60 drug combinations with 297,098 pairs across 59 cell lines. Task: Regression. Given two drug SMILES strings and cell line genomic features, predict the synergy score measuring deviation from expected non-interaction effect. (1) Drug 2: B(C(CC(C)C)NC(=O)C(CC1=CC=CC=C1)NC(=O)C2=NC=CN=C2)(O)O. Synergy scores: CSS=21.8, Synergy_ZIP=-0.827, Synergy_Bliss=-0.0249, Synergy_Loewe=-18.5, Synergy_HSA=-0.317. Cell line: OVCAR-4. Drug 1: C1=CC=C(C=C1)NC(=O)CCCCCCC(=O)NO. (2) Drug 1: C1=C(C(=O)NC(=O)N1)F. Drug 2: C1CC(C1)(C2=CC=C(C=C2)C3=C(C=C4C(=N3)C=CN5C4=NNC5=O)C6=CC=CC=C6)N. Cell line: SK-OV-3. Synergy scores: CSS=47.7, Synergy_ZIP=1.01, Synergy_Bliss=2.30, Synergy_Loewe=4.17, Synergy_HSA=6.66. (3) Drug 1: CC1=C(C(CCC1)(C)C)C=CC(=CC=CC(=CC(=O)O)C)C. Drug 2: C1=CC=C(C(=C1)C(C2=CC=C(C=C2)Cl)C(Cl)Cl)Cl. Cell line: RXF 393. Synergy scores: CSS=9.64, Synergy_ZIP=0.293, Synergy_Bliss=-0.785, Synergy_Loewe=2.98, Synergy_HSA=1.24.